This data is from hERG Central: cardiac toxicity at 1µM, 10µM, and general inhibition. The task is: Predict hERG channel inhibition at various concentrations. (1) The drug is O=C(CCNC(=O)c1ccc([N+](=O)[O-])cc1)Nc1ccccc1N1CCOCC1. Results: hERG_inhib (hERG inhibition (general)): blocker. (2) The molecule is CCC(=O)c1ccc(N2CCN(C(=O)c3ccccc3)CC2)c(F)c1. Results: hERG_inhib (hERG inhibition (general)): blocker. (3) Results: hERG_inhib (hERG inhibition (general)): blocker. The compound is Cl.c1ccc(OCCN2C3=NCCN3c3ccccc32)cc1. (4) The molecule is CCc1ccc(Sc2cc(C(=O)NCCN3CCOCC3)c3ccccc3n2)cc1. Results: hERG_inhib (hERG inhibition (general)): blocker. (5) The drug is Cc1nnc(C)c2c(C)n(Cc3ccccc3)c(C)c12. Results: hERG_inhib (hERG inhibition (general)): blocker.